From a dataset of Reaction yield outcomes from USPTO patents with 853,638 reactions. Predict the reaction yield, written as a fraction of the theoretical maximum amount of product (1.0 means a 100% yield; for example, 0.34 means a 34% yield). (1) The reactants are Cl[C:2]1[N:7]=[C:6]([Cl:8])[C:5]([C:9]#[N:10])=[CH:4][N:3]=1.[NH:11]1[C:19]2[C:14](=[CH:15][CH:16]=[CH:17][CH:18]=2)[C:13]([CH2:20][CH2:21][NH2:22])=[CH:12]1.CCN(C(C)C)C(C)C. The catalyst is C1COCC1. The product is [Cl:8][C:6]1[C:5]([C:9]#[N:10])=[CH:4][N:3]=[C:2]([NH:22][CH2:21][CH2:20][C:13]2[C:14]3[C:19](=[CH:18][CH:17]=[CH:16][CH:15]=3)[NH:11][CH:12]=2)[N:7]=1. The yield is 0.380. (2) The reactants are [OH:1][C:2]1[C:3]([CH3:8])=[N:4][CH:5]=[CH:6][CH:7]=1.C([O-])([O-])=O.[Na+].[Na+].[I:15]I.Cl. The catalyst is O.CO. The product is [I:15][C:5]1[N:4]=[C:3]([CH3:8])[C:2]([OH:1])=[CH:7][CH:6]=1. The yield is 0.480. (3) The reactants are [C:1]([O:5][C:6]([N:8]1[CH:13]2[CH2:14][CH2:15][CH:9]1[CH2:10][NH:11][CH2:12]2)=[O:7])([CH3:4])([CH3:3])[CH3:2].Cl[C:17]([O:19][CH2:20][C:21]1[CH:26]=[CH:25][CH:24]=[CH:23][CH:22]=1)=[O:18].C(N(CC)CC)C. The catalyst is C(Cl)Cl. The product is [CH:9]12[N:8]([C:6]([O:5][C:1]([CH3:4])([CH3:2])[CH3:3])=[O:7])[CH:13]([CH2:14][CH2:15]1)[CH2:12][N:11]([C:17]([O:19][CH2:20][C:21]1[CH:26]=[CH:25][CH:24]=[CH:23][CH:22]=1)=[O:18])[CH2:10]2. The yield is 0.870. (4) The product is [F:3][C:4]1[CH:5]=[C:6]([C:11]2[CH:16]=[CH:15][C:14]([C:17]([NH:19][C@H:20]([C:28]([OH:30])=[O:29])[C@@H:21]([CH3:27])[O:22][C:23]([CH3:24])([CH3:25])[CH3:26])=[O:18])=[C:13]([NH:32][C:33]([NH:35][C:36]3[C:37]([CH3:44])=[CH:38][C:39]([CH3:43])=[CH:40][C:41]=3[CH3:42])=[O:34])[CH:12]=2)[CH:7]=[CH:8][C:9]=1[F:10]. The reactants are [Li+].[OH-].[F:3][C:4]1[CH:5]=[C:6]([C:11]2[CH:16]=[CH:15][C:14]([C:17]([NH:19][C@H:20]([C:28]([O:30]C)=[O:29])[C@@H:21]([CH3:27])[O:22][C:23]([CH3:26])([CH3:25])[CH3:24])=[O:18])=[C:13]([NH:32][C:33]([NH:35][C:36]3[C:41]([CH3:42])=[CH:40][C:39]([CH3:43])=[CH:38][C:37]=3[CH3:44])=[O:34])[CH:12]=2)[CH:7]=[CH:8][C:9]=1[F:10]. The yield is 0.860. The catalyst is O.C1COCC1.CO. (5) The reactants are [F:1][C:2]([F:15])([F:14])[C:3]([OH:13])([C:9]([F:12])([F:11])[F:10])[CH2:4][S:5]([O-:8])(=[O:7])=[O:6].[C:16]([C:20]1[CH:25]=[CH:24][C:23]([I+:26][C:27]2[CH:32]=[CH:31][C:30]([C:33]([CH3:36])([CH3:35])[CH3:34])=[CH:29][CH:28]=2)=[CH:22][CH:21]=1)([CH3:19])([CH3:18])[CH3:17].C(N(CC)CC)C.[C:44](Cl)(=[O:49])[C:45]([CH3:48])([CH3:47])[CH3:46]. The catalyst is CN(C)C1C=CN=CC=1.C(Cl)Cl. The product is [CH3:46][C:45]([CH3:48])([CH3:47])[C:44]([O:13][C:3]([C:2]([F:1])([F:14])[F:15])([C:9]([F:12])([F:10])[F:11])[CH2:4][S:5]([O-:8])(=[O:7])=[O:6])=[O:49].[C:33]([C:30]1[CH:31]=[CH:32][C:27]([I+:26][C:23]2[CH:22]=[CH:21][C:20]([C:16]([CH3:19])([CH3:18])[CH3:17])=[CH:25][CH:24]=2)=[CH:28][CH:29]=1)([CH3:36])([CH3:35])[CH3:34]. The yield is 0.230. (6) The reactants are [CH:1]([C:3]1[CH:8]=[C:7]([Mg]Br)[CH:6]=[CH:5][C:4]=1[C:11]1[CH:16]=[CH:15][CH:14]=[CH:13][CH:12]=1)=[CH2:2].BrC1C=CC(C2C=CC=CC=2)=C(C=C)C=1.[Mg].[O:33]=[C:34]1[CH2:38][N:37]([C:39]([O:41][CH2:42][CH2:43][Si:44]([CH3:47])([CH3:46])[CH3:45])=[O:40])[C@H:36]([C:48]([O:50][CH3:51])=[O:49])[CH2:35]1. The catalyst is C1COCC1.C1(C)C=CC=CC=1. The product is [OH:33][C@:34]1([C:7]2[CH:6]=[CH:5][C:4]([C:11]3[CH:16]=[CH:15][CH:14]=[CH:13][CH:12]=3)=[C:3]([CH:1]=[CH2:2])[CH:8]=2)[CH2:38][N:37]([C:39]([O:41][CH2:42][CH2:43][Si:44]([CH3:46])([CH3:47])[CH3:45])=[O:40])[C@H:36]([C:48]([O:50][CH3:51])=[O:49])[CH2:35]1. The yield is 0.180. (7) The reactants are [Cl:1][C:2]1[CH:7]=[C:6]([Cl:8])[CH:5]=[CH:4][C:3]=1[N:9]1[C:17]2[CH2:16][CH2:15][N:14]([N:18]3[CH2:23][CH2:22][CH2:21][CH2:20][CH2:19]3)[C:13](=[O:24])[C:12]=2[C:11]([CH3:25])=[C:10]1[C:26]1[CH:31]=[CH:30][C:29]([OH:32])=[CH:28][CH:27]=1.C(N(CC)CC)C.[F:40][C:41]([F:49])([F:48])[CH2:42][CH2:43][S:44](Cl)(=[O:46])=[O:45]. The yield is 0.370. The catalyst is ClCCl. The product is [Cl:1][C:2]1[CH:7]=[C:6]([Cl:8])[CH:5]=[CH:4][C:3]=1[N:9]1[C:17]2[CH2:16][CH2:15][N:14]([N:18]3[CH2:23][CH2:22][CH2:21][CH2:20][CH2:19]3)[C:13](=[O:24])[C:12]=2[C:11]([CH3:25])=[C:10]1[C:26]1[CH:27]=[CH:28][C:29]([O:32][S:44]([CH2:43][CH2:42][C:41]([F:49])([F:48])[F:40])(=[O:46])=[O:45])=[CH:30][CH:31]=1. (8) The reactants are [CH3:1][C:2]1[CH:3]=[C:4]([CH:7]=[CH:8][CH:9]=1)[CH:5]=[O:6].[CH2:10]([Mg]Br)[CH:11]=[CH2:12].C1COCC1. No catalyst specified. The product is [CH3:12][C:11](=[CH2:10])[CH:5]([C:4]1[CH:7]=[CH:8][CH:9]=[C:2]([CH3:1])[CH:3]=1)[OH:6]. The yield is 0.510. (9) The reactants are F[C:2]1[N:7]=[CH:6][C:5]([C@H:8]([N:10]2[CH2:15][CH2:14][N:13]([C:16]([O:18][C:19]([CH3:22])([CH3:21])[CH3:20])=[O:17])[CH2:12][CH2:11]2)[CH3:9])=[CH:4][C:3]=1[C:23]1[N:31]=[C:30]([CH3:32])[N:29]=[C:28]2[C:24]=1[N:25]=[CH:26][N:27]2[CH:33]1[CH2:38][CH2:37][CH2:36][CH2:35][O:34]1.[F:39][C:40]1[CH:41]=[C:42]([NH2:48])[CH:43]=[N:44][C:45]=1[O:46][CH3:47].C[Si]([N-][Si](C)(C)C)(C)C.[Na+]. The yield is 0.553. The product is [F:39][C:40]1[CH:41]=[C:42]([NH:48][C:2]2[N:7]=[CH:6][C:5]([C@H:8]([N:10]3[CH2:11][CH2:12][N:13]([C:16]([O:18][C:19]([CH3:20])([CH3:22])[CH3:21])=[O:17])[CH2:14][CH2:15]3)[CH3:9])=[CH:4][C:3]=2[C:23]2[N:31]=[C:30]([CH3:32])[N:29]=[C:28]3[C:24]=2[N:25]=[CH:26][N:27]3[CH:33]2[CH2:38][CH2:37][CH2:36][CH2:35][O:34]2)[CH:43]=[N:44][C:45]=1[O:46][CH3:47]. The catalyst is C1COCC1.